This data is from Full USPTO retrosynthesis dataset with 1.9M reactions from patents (1976-2016). The task is: Predict the reactants needed to synthesize the given product. (1) Given the product [CH3:14][O:13][N:12]([CH3:11])[C:7]([C:4]1[O:5][CH:6]=[C:2]([Br:1])[CH:3]=1)=[O:8], predict the reactants needed to synthesize it. The reactants are: [Br:1][C:2]1[CH:3]=[C:4]([C:7](Cl)=[O:8])[O:5][CH:6]=1.Cl.[CH3:11][NH:12][O:13][CH3:14].C(N(CC)C(C)C)(C)C. (2) The reactants are: B(Br)(Br)Br.C[O:6][C:7]1[CH:12]=[CH:11][C:10]([C:13]([F:16])([F:15])[F:14])=[CH:9][C:8]=1[C:17]1[CH:22]=[CH:21][CH:20]=[CH:19][N:18]=1. Given the product [N:18]1[CH:19]=[CH:20][CH:21]=[CH:22][C:17]=1[C:8]1[CH:9]=[C:10]([C:13]([F:15])([F:16])[F:14])[CH:11]=[CH:12][C:7]=1[OH:6], predict the reactants needed to synthesize it. (3) The reactants are: C[O:2][C:3]([C:5]1[CH:10]=[CH:9][C:8]([O:11][CH2:12][C:13]2[C:14]([C:19]3[CH:24]=[CH:23][C:22]([F:25])=[CH:21][N:20]=3)=[N:15][O:16][C:17]=2[CH3:18])=[CH:7][N:6]=1)=[O:4].O.[OH-].[Li+].CO. Given the product [F:25][C:22]1[CH:23]=[CH:24][C:19]([C:14]2[C:13]([CH2:12][O:11][C:8]3[CH:9]=[CH:10][C:5]([C:3]([OH:4])=[O:2])=[N:6][CH:7]=3)=[C:17]([CH3:18])[O:16][N:15]=2)=[N:20][CH:21]=1, predict the reactants needed to synthesize it. (4) Given the product [CH3:29][C:30]1[N:35]=[CH:34][C:33]([C:17]2[N:18]=[C:19]([N:20]3[CH2:25][CH2:24][O:23][CH2:22][CH2:21]3)[C:14]3[CH:13]=[C:12]([CH2:11][N:8]4[CH2:9][CH2:10][N:5]([S:2]([CH3:1])(=[O:4])=[O:3])[CH2:6][CH2:7]4)[S:28][C:15]=3[N:16]=2)=[CH:32][N:31]=1, predict the reactants needed to synthesize it. The reactants are: [CH3:1][S:2]([N:5]1[CH2:10][CH2:9][N:8]([CH2:11][C:12]2[S:28][C:15]3[N:16]=[C:17](SC)[N:18]=[C:19]([N:20]4[CH2:25][CH2:24][O:23][CH2:22][CH2:21]4)[C:14]=3[CH:13]=2)[CH2:7][CH2:6]1)(=[O:4])=[O:3].[CH3:29][C:30]1[N:35]=[CH:34][C:33]([Sn](CCCC)(CCCC)CCCC)=[CH:32][N:31]=1. (5) Given the product [CH2:33]([C:28]1[CH:29]=[CH:30][CH:31]=[CH:32][C:27]=1[NH:26][C:24]([C:20]1[C:16]2[CH2:17][CH2:18][CH2:19][C:12]3[C:13](=[N:14][C:9]([NH:8][C:5]4[CH:6]=[CH:7][C:2]([N:51]5[CH2:52][CH2:53][N:48]([CH3:47])[CH2:49][CH2:50]5)=[CH:3][C:4]=4[O:35][CH3:36])=[N:10][CH:11]=3)[C:15]=2[N:22]([CH3:23])[N:21]=1)=[O:25])[CH3:34], predict the reactants needed to synthesize it. The reactants are: Br[C:2]1[CH:7]=[CH:6][C:5]([NH:8][C:9]2[N:14]=[C:13]3[C:15]4[N:22]([CH3:23])[N:21]=[C:20]([C:24]([NH:26][C:27]5[CH:32]=[CH:31][CH:30]=[CH:29][C:28]=5[CH2:33][CH3:34])=[O:25])[C:16]=4[CH2:17][CH2:18][CH2:19][C:12]3=[CH:11][N:10]=2)=[C:4]([O:35][CH3:36])[CH:3]=1.[Li]N([Si](C)(C)C)[Si](C)(C)C.[CH3:47][N:48]1[CH2:53][CH2:52][NH:51][CH2:50][CH2:49]1. (6) Given the product [F:39][CH:37]([F:38])[C:27]1[N:26]([C:16]2[N:17]=[C:18]([N:20]3[CH2:25][CH2:24][O:23][CH2:22][CH2:21]3)[N:19]=[C:14]([NH:1][C:2]3[CH:3]=[N:4][CH:5]=[N:6][CH:7]=3)[N:15]=2)[C:30]2[CH:31]=[CH:32][CH:33]=[C:34]([O:35][CH3:36])[C:29]=2[N:28]=1, predict the reactants needed to synthesize it. The reactants are: [NH2:1][C:2]1[CH:3]=[N:4][CH:5]=[N:6][CH:7]=1.C([Li])CCC.Cl[C:14]1[N:19]=[C:18]([N:20]2[CH2:25][CH2:24][O:23][CH2:22][CH2:21]2)[N:17]=[C:16]([N:26]2[C:30]3[CH:31]=[CH:32][CH:33]=[C:34]([O:35][CH3:36])[C:29]=3[N:28]=[C:27]2[CH:37]([F:39])[F:38])[N:15]=1. (7) Given the product [CH2:1]([O:8][CH2:9][CH2:10][N:11]1[C:17](=[O:18])[C@@H:16]([NH:19][C:20](=[O:27])[C@@:21]([F:26])([CH3:25])[C:22]([NH:40][CH2:39][CH2:38][C:37]([F:45])([F:36])[C:41]([F:44])([F:43])[F:42])=[O:23])[C:15]2[CH:28]=[CH:29][CH:30]=[CH:31][C:14]=2[C:13]2[CH:32]=[CH:33][CH:34]=[CH:35][C:12]1=2)[C:2]1[CH:3]=[CH:4][CH:5]=[CH:6][CH:7]=1, predict the reactants needed to synthesize it. The reactants are: [CH2:1]([O:8][CH2:9][CH2:10][N:11]1[C:17](=[O:18])[C@@H:16]([NH:19][C:20](=[O:27])[C@@:21]([F:26])([CH3:25])[C:22](O)=[O:23])[C:15]2[CH:28]=[CH:29][CH:30]=[CH:31][C:14]=2[C:13]2[CH:32]=[CH:33][CH:34]=[CH:35][C:12]1=2)[C:2]1[CH:7]=[CH:6][CH:5]=[CH:4][CH:3]=1.[F:36][C:37]([F:45])([C:41]([F:44])([F:43])[F:42])[CH2:38][CH2:39][NH2:40]. (8) Given the product [Cl:1][C:2]1[CH:7]=[CH:6][C:5]([C:26]2[CH:31]=[C:30]([C:32]([O:34][C:35]([CH3:38])([CH3:37])[CH3:36])=[O:33])[CH:29]=[CH:28][N:27]=2)=[CH:4][C:3]=1[C:11]([NH:13][CH2:14][C:15]12[CH2:24][CH:19]3[CH2:20][CH:21]([CH2:23][CH:17]([CH2:18]3)[CH2:16]1)[CH2:22]2)=[O:12], predict the reactants needed to synthesize it. The reactants are: [Cl:1][C:2]1[CH:7]=[CH:6][C:5](B(O)O)=[CH:4][C:3]=1[C:11]([NH:13][CH2:14][C:15]12[CH2:24][CH:19]3[CH2:20][CH:21]([CH2:23][CH:17]([CH2:18]3)[CH2:16]1)[CH2:22]2)=[O:12].Cl[C:26]1[CH:31]=[C:30]([C:32]([O:34][C:35]([CH3:38])([CH3:37])[CH3:36])=[O:33])[CH:29]=[CH:28][N:27]=1.